From a dataset of Catalyst prediction with 721,799 reactions and 888 catalyst types from USPTO. Predict which catalyst facilitates the given reaction. (1) Reactant: CCCC[N+](CCCC)(CCCC)CCCC.[F-].[Si]([O:26][C@H:27]1[CH2:36][C@@H:35]2[N:30]([C:31](=[O:52])/[C:32](=[CH:37]/[C:38]3[CH:43]=[CH:42][C:41]([N:44]4[CH:48]=[C:47]([CH3:49])[N:46]=[CH:45]4)=[C:40]([O:50][CH3:51])[CH:39]=3)/[CH2:33][CH2:34]2)[C@H:29]([C:53]2[CH:58]=[CH:57][C:56]([F:59])=[CH:55][CH:54]=2)[CH2:28]1)(C(C)(C)C)(C)C.[Cl-].[NH4+].C(OCC)(=O)C. Product: [F:59][C:56]1[CH:57]=[CH:58][C:53]([C@@H:29]2[CH2:28][C@@H:27]([OH:26])[CH2:36][C@@H:35]3[N:30]2[C:31](=[O:52])/[C:32](=[CH:37]/[C:38]2[CH:43]=[CH:42][C:41]([N:44]4[CH:48]=[C:47]([CH3:49])[N:46]=[CH:45]4)=[C:40]([O:50][CH3:51])[CH:39]=2)/[CH2:33][CH2:34]3)=[CH:54][CH:55]=1. The catalyst class is: 1. (2) The catalyst class is: 4. Product: [Br:1][CH2:2][C:3]([N:10]([C:9]1[CH:12]=[CH:13][CH:14]=[C:7]([F:6])[CH:8]=1)[CH3:11])=[O:4]. Reactant: [Br:1][CH2:2][C:3](Br)=[O:4].[F:6][C:7]1[CH:8]=[C:9]([CH:12]=[CH:13][CH:14]=1)[NH:10][CH3:11].C(=O)(O)[O-].[Na+]. (3) Reactant: [CH3:1]C(C)([O-])C.[Na+].[CH2:7]([O:9][C:10](=[O:25])[CH2:11][C:12]1[N:22]=[C:21]([O:23][CH3:24])[CH:20]=[CH:19][C:13]=1[C:14]([O:16][CH2:17][CH3:18])=[O:15])[CH3:8].IC.C(O)(=O)C. Product: [CH2:7]([O:9][C:10](=[O:25])[CH:11]([C:12]1[N:22]=[C:21]([O:23][CH3:24])[CH:20]=[CH:19][C:13]=1[C:14]([O:16][CH2:17][CH3:18])=[O:15])[CH3:1])[CH3:8]. The catalyst class is: 30. (4) Reactant: C(OC([NH:8][N:9]([C:21](=[CH:27][C:28]([O:30]CC)=O)[C:22]([O:24][CH2:25][CH3:26])=[O:23])[CH2:10][C:11]([C:13]1[CH:18]=[CH:17][C:16]([O:19][CH3:20])=[CH:15][CH:14]=1)=[O:12])=O)(C)(C)C. Product: [CH3:20][O:19][C:16]1[CH:17]=[CH:18][C:13]([C:11](=[O:12])[CH2:10][N:9]2[C:21]([C:22]([O:24][CH2:25][CH3:26])=[O:23])=[CH:27][C:28](=[O:30])[NH:8]2)=[CH:14][CH:15]=1. The catalyst class is: 11. (5) Reactant: C(Cl)(=O)C(Cl)=O.CS(C)=O.[Cl:11][C:12]1[CH:38]=[C:37]([Cl:39])[CH:36]=[CH:35][C:13]=1[CH2:14][O:15][CH2:16][C@H:17]1[O:21][CH:20]([O:22][CH3:23])[C@H:19]([OH:24])[C@@H:18]1[O:25][CH2:26][C:27]1[CH:32]=[CH:31][C:30]([Cl:33])=[CH:29][C:28]=1[Cl:34].C(N(CC)CC)C. Product: [Cl:11][C:12]1[CH:38]=[C:37]([Cl:39])[CH:36]=[CH:35][C:13]=1[CH2:14][O:15][CH2:16][C@H:17]1[O:21][CH:20]([O:22][CH3:23])[C:19](=[O:24])[C@@H:18]1[O:25][CH2:26][C:27]1[CH:32]=[CH:31][C:30]([Cl:33])=[CH:29][C:28]=1[Cl:34]. The catalyst class is: 34.